From a dataset of Acute oral toxicity (LD50) regression data from Zhu et al.. Regression/Classification. Given a drug SMILES string, predict its toxicity properties. Task type varies by dataset: regression for continuous values (e.g., LD50, hERG inhibition percentage) or binary classification for toxic/non-toxic outcomes (e.g., AMES mutagenicity, cardiotoxicity, hepatotoxicity). Dataset: ld50_zhu. (1) The drug is CCOP(C)(=S)NOc1cccc2ccccc12. The rat oral LD50 is 3.05, given as -log10 of the dose in mol/kg body weight (higher means more acutely toxic). (2) The compound is CCCCC1(COC(=O)CCC(=O)O)C(=O)N(c2ccccc2)N(c2ccccc2)C1=O. The rat oral LD50 is 2.41, given as -log10 of the dose in mol/kg body weight (higher means more acutely toxic). (3) The compound is CCOP(=S)(OCC)Oc1cc(C)n(C)c(=O)c1. The rat oral LD50 is 4.69, given as -log10 of the dose in mol/kg body weight (higher means more acutely toxic). (4) The molecule is O=C(OCC=Cc1ccccc1)c1ccccc1. The rat oral LD50 is 1.77, given as -log10 of the dose in mol/kg body weight (higher means more acutely toxic). (5) The drug is Nc1ccc(-c2ccccc2N)cc1. The rat oral LD50 is 2.77, given as -log10 of the dose in mol/kg body weight (higher means more acutely toxic). (6) The compound is O=c1sc2ccccc2c(O)c1C1CC(c2ccc(-c3ccc(Br)cc3)cc2)Cc2ccccc21. The rat oral LD50 is 5.99, given as -log10 of the dose in mol/kg body weight (higher means more acutely toxic). (7) The drug is COc1ccc(Oc2ccc(NC(=O)N(C)C)cc2)cc1. The rat oral LD50 is 2.46, given as -log10 of the dose in mol/kg body weight (higher means more acutely toxic).